The task is: Regression. Given two drug SMILES strings and cell line genomic features, predict the synergy score measuring deviation from expected non-interaction effect.. This data is from NCI-60 drug combinations with 297,098 pairs across 59 cell lines. (1) Drug 1: C1=C(C(=O)NC(=O)N1)F. Drug 2: CC1CCC2CC(C(=CC=CC=CC(CC(C(=O)C(C(C(=CC(C(=O)CC(OC(=O)C3CCCCN3C(=O)C(=O)C1(O2)O)C(C)CC4CCC(C(C4)OC)OCCO)C)C)O)OC)C)C)C)OC. Cell line: SK-MEL-2. Synergy scores: CSS=1.80, Synergy_ZIP=-14.0, Synergy_Bliss=-31.0, Synergy_Loewe=-33.2, Synergy_HSA=-32.7. (2) Drug 1: C1=CC(=C2C(=C1NCCNCCO)C(=O)C3=C(C=CC(=C3C2=O)O)O)NCCNCCO. Drug 2: C(CC(=O)O)C(=O)CN.Cl. Cell line: K-562. Synergy scores: CSS=49.6, Synergy_ZIP=0.382, Synergy_Bliss=0.319, Synergy_Loewe=-64.5, Synergy_HSA=2.48.